Dataset: Forward reaction prediction with 1.9M reactions from USPTO patents (1976-2016). Task: Predict the product of the given reaction. (1) Given the reactants C1(P(C2C=CC=CC=2)C2C3OC4C(=CC=CC=4P(C4C=CC=CC=4)C4C=CC=CC=4)C(C)(C)C=3C=CC=2)C=CC=CC=1.[CH3:43][O:44][CH2:45][C:46]1[N:50](S(C2C=CC(C)=CC=2)(=O)=O)[C:49]2[CH:61]=[CH:62][C:63]([NH2:65])=[CH:64][C:48]=2[N:47]=1.Br[C:67]1[N:82]=[C:70]2[CH:71]=[CH:72][CH:73]=[C:74]([CH2:75][CH:76]3[CH2:81][CH2:80][O:79][CH2:78][CH2:77]3)[N:69]2[N:68]=1.C(=O)([O-])[O-].[K+].[K+], predict the reaction product. The product is: [CH3:43][O:44][CH2:45][C:46]1[NH:47][C:48]2[CH:64]=[C:63]([NH:65][C:67]3[N:82]=[C:70]4[CH:71]=[CH:72][CH:73]=[C:74]([CH2:75][CH:76]5[CH2:81][CH2:80][O:79][CH2:78][CH2:77]5)[N:69]4[N:68]=3)[CH:62]=[CH:61][C:49]=2[N:50]=1. (2) The product is: [CH3:2][N:3]1[CH2:8][CH2:7][N:6]([C:9]2[CH:10]=[CH:13][CH:14]=[CH:15][C:16]=2[C:25](=[O:24])[CH3:26])[CH2:5][CH2:4]1. Given the reactants Cl.[CH3:2][N:3]1[CH2:8][CH2:7][N:6]([C:9]2[CH:16]=[CH:15][CH:14]=[CH:13][C:10]=2C#N)[CH2:5][CH2:4]1.[NH4+].[OH-].C[Mg]Br.C([O:24][CH2:25][CH3:26])C.Cl, predict the reaction product. (3) Given the reactants [CH3:1][N:2]1[C:7](=[O:8])[CH:6]=[C:5]([SH:9])[N:4]([CH2:10][CH2:11][CH3:12])[C:3]1=[O:13].C(=O)([O-])[O-].[K+].[K+].Br[CH2:21][C:22](=O)[C:23]([O:25][CH2:26][CH3:27])=[O:24].Cl, predict the reaction product. The product is: [CH3:1][N:2]1[C:7](=[O:8])[C:6]2[C:22]([C:23]([O:25][CH2:26][CH3:27])=[O:24])=[CH:21][S:9][C:5]=2[N:4]([CH2:10][CH2:11][CH3:12])[C:3]1=[O:13].